This data is from NCI-60 drug combinations with 297,098 pairs across 59 cell lines. The task is: Regression. Given two drug SMILES strings and cell line genomic features, predict the synergy score measuring deviation from expected non-interaction effect. (1) Drug 1: CCC1(CC2CC(C3=C(CCN(C2)C1)C4=CC=CC=C4N3)(C5=C(C=C6C(=C5)C78CCN9C7C(C=CC9)(C(C(C8N6C)(C(=O)OC)O)OC(=O)C)CC)OC)C(=O)OC)O.OS(=O)(=O)O. Drug 2: CC=C1C(=O)NC(C(=O)OC2CC(=O)NC(C(=O)NC(CSSCCC=C2)C(=O)N1)C(C)C)C(C)C. Cell line: UACC62. Synergy scores: CSS=71.5, Synergy_ZIP=-1.16, Synergy_Bliss=2.89, Synergy_Loewe=-25.0, Synergy_HSA=3.73. (2) Drug 1: C#CCC(CC1=CN=C2C(=N1)C(=NC(=N2)N)N)C3=CC=C(C=C3)C(=O)NC(CCC(=O)O)C(=O)O. Drug 2: C1C(C(OC1N2C=NC(=NC2=O)N)CO)O. Cell line: HT29. Synergy scores: CSS=7.60, Synergy_ZIP=-4.01, Synergy_Bliss=-1.07, Synergy_Loewe=0.512, Synergy_HSA=-0.253. (3) Drug 1: CN1C2=C(C=C(C=C2)N(CCCl)CCCl)N=C1CCCC(=O)O.Cl. Drug 2: C1CCC(C(C1)N)N.C(=O)(C(=O)[O-])[O-].[Pt+4]. Cell line: OVCAR-4. Synergy scores: CSS=7.62, Synergy_ZIP=-7.15, Synergy_Bliss=-1.47, Synergy_Loewe=-13.8, Synergy_HSA=0.0334. (4) Drug 1: CC1=C(C=C(C=C1)NC(=O)C2=CC=C(C=C2)CN3CCN(CC3)C)NC4=NC=CC(=N4)C5=CN=CC=C5. Drug 2: C1CC(=O)NC(=O)C1N2C(=O)C3=CC=CC=C3C2=O. Cell line: CCRF-CEM. Synergy scores: CSS=-6.34, Synergy_ZIP=4.11, Synergy_Bliss=1.78, Synergy_Loewe=-3.00, Synergy_HSA=-4.63. (5) Drug 1: COC1=C(C=C2C(=C1)N=CN=C2NC3=CC(=C(C=C3)F)Cl)OCCCN4CCOCC4. Drug 2: C1=NC(=NC(=O)N1C2C(C(C(O2)CO)O)O)N. Cell line: UACC62. Synergy scores: CSS=22.3, Synergy_ZIP=-6.98, Synergy_Bliss=-5.04, Synergy_Loewe=-3.20, Synergy_HSA=-1.88. (6) Drug 1: CC1=C(C(=CC=C1)Cl)NC(=O)C2=CN=C(S2)NC3=CC(=NC(=N3)C)N4CCN(CC4)CCO. Drug 2: CC1CCC2CC(C(=CC=CC=CC(CC(C(=O)C(C(C(=CC(C(=O)CC(OC(=O)C3CCCCN3C(=O)C(=O)C1(O2)O)C(C)CC4CCC(C(C4)OC)OCCO)C)C)O)OC)C)C)C)OC. Cell line: NCI-H460. Synergy scores: CSS=4.94, Synergy_ZIP=-3.41, Synergy_Bliss=-1.94, Synergy_Loewe=-7.21, Synergy_HSA=-2.14. (7) Drug 1: CC1=C(C(CCC1)(C)C)C=CC(=CC=CC(=CC(=O)O)C)C. Drug 2: CN1C2=C(C=C(C=C2)N(CCCl)CCCl)N=C1CCCC(=O)O.Cl. Cell line: 786-0. Synergy scores: CSS=-0.283, Synergy_ZIP=0.670, Synergy_Bliss=1.38, Synergy_Loewe=-1.06, Synergy_HSA=-0.591. (8) Drug 1: CC1=C2C(C(=O)C3(C(CC4C(C3C(C(C2(C)C)(CC1OC(=O)C(C(C5=CC=CC=C5)NC(=O)OC(C)(C)C)O)O)OC(=O)C6=CC=CC=C6)(CO4)OC(=O)C)O)C)O. Drug 2: CC12CCC3C(C1CCC2OP(=O)(O)O)CCC4=C3C=CC(=C4)OC(=O)N(CCCl)CCCl.[Na+]. Cell line: UACC62. Synergy scores: CSS=38.7, Synergy_ZIP=9.79, Synergy_Bliss=12.1, Synergy_Loewe=11.3, Synergy_HSA=10.0.